Dataset: Catalyst prediction with 721,799 reactions and 888 catalyst types from USPTO. Task: Predict which catalyst facilitates the given reaction. (1) Reactant: [CH3:1][C:2]1[CH:10]=[CH:9][C:5]([C:6]([OH:8])=[O:7])=[CH:4][C:3]=1[C:11]([F:14])([F:13])[F:12].C(OC(C)C)(=O)C.[Br:22]([O-])(=O)=O.[Na+].S([O-])(O)=O.[Na+]. Product: [Br:22][CH2:1][C:2]1[CH:10]=[CH:9][C:5]([C:6]([OH:8])=[O:7])=[CH:4][C:3]=1[C:11]([F:12])([F:13])[F:14]. The catalyst class is: 6. (2) Reactant: O.O.[Sn](Cl)(Cl)(Cl)Cl.[CH3:8][O:9][C:10]1[CH:27]=[C:26]([O:28][CH3:29])[CH:25]=[CH:24][C:11]=1[CH2:12][NH:13][C:14]([C:16]1[C:20]([N+:21]([O-])=O)=[CH:19][NH:18][N:17]=1)=[O:15].C(Cl)Cl.CO.C(=O)([O-])O.[Na+]. Product: [CH3:8][O:9][C:10]1[CH:27]=[C:26]([O:28][CH3:29])[CH:25]=[CH:24][C:11]=1[CH2:12][NH:13][C:14]([C:16]1[C:20]([NH2:21])=[CH:19][NH:18][N:17]=1)=[O:15]. The catalyst class is: 8. (3) Reactant: [Br:1][C:2]1[CH:27]=[CH:26][C:5]([O:6][C:7]2[C:8]3[CH:23]=[CH:22][C:21]([O:24]C)=[CH:20][C:9]=3[S:10][C:11]=2[C:12]2[CH:17]=[CH:16][C:15]([O:18]C)=[CH:14][CH:13]=2)=[CH:4][CH:3]=1.B(Br)(Br)Br. Product: [Br:1][C:2]1[CH:27]=[CH:26][C:5]([O:6][C:7]2[C:8]3[CH:23]=[CH:22][C:21]([OH:24])=[CH:20][C:9]=3[S:10][C:11]=2[C:12]2[CH:13]=[CH:14][C:15]([OH:18])=[CH:16][CH:17]=2)=[CH:4][CH:3]=1. The catalyst class is: 2. (4) Reactant: [Cl:1][C:2]1[C:6]([C:7]([O:9]CC)=[CH2:8])=[N:5][S:4][N:3]=1.Cl. Product: [Cl:1][C:2]1[C:6]([C:7](=[O:9])[CH3:8])=[N:5][S:4][N:3]=1. The catalyst class is: 1. (5) Reactant: [I:1][C:2]1[CH:7]=[CH:6][C:5]([OH:8])=[CH:4][CH:3]=1.C([O-])([O-])=O.[K+].[K+].[C:15]([C:17]1[CH:24]=[CH:23][C:20]([CH2:21]Br)=[CH:19][CH:18]=1)#[N:16]. Product: [I:1][C:2]1[CH:7]=[CH:6][C:5]([O:8][CH2:21][C:20]2[CH:23]=[CH:24][C:17]([C:15]#[N:16])=[CH:18][CH:19]=2)=[CH:4][CH:3]=1. The catalyst class is: 47. (6) Reactant: [F:1][C@H:2]1[CH2:6][N:5](C(OC(C)(C)C)=O)[C@H:4]([C:14](=[O:34])[NH:15][CH2:16][C:17]2[CH:22]=[C:21]([C:23]3[CH:24]=[N:25][C:26]([C:29]([F:32])([F:31])[F:30])=[N:27][CH:28]=3)[N:20]=[C:19]([CH3:33])[CH:18]=2)[CH2:3]1.Cl. Product: [F:1][C@H:2]1[CH2:6][NH:5][C@H:4]([C:14]([NH:15][CH2:16][C:17]2[CH:22]=[C:21]([C:23]3[CH:28]=[N:27][C:26]([C:29]([F:32])([F:31])[F:30])=[N:25][CH:24]=3)[N:20]=[C:19]([CH3:33])[CH:18]=2)=[O:34])[CH2:3]1. The catalyst class is: 12. (7) Reactant: [CH2:1]([O:3][C:4](=O)[C:5]([C:10]#[N:11])=[CH:6]OCC)[CH3:2].[OH2:13].[NH2:14][NH2:15]. Product: [NH2:11][C:10]1[NH:15][N:14]=[CH:6][C:5]=1[C:4]([O:3][CH2:1][CH3:2])=[O:13]. The catalyst class is: 8.